From a dataset of NCI-60 drug combinations with 297,098 pairs across 59 cell lines. Regression. Given two drug SMILES strings and cell line genomic features, predict the synergy score measuring deviation from expected non-interaction effect. (1) Drug 2: CC(C)(C#N)C1=CC(=CC(=C1)CN2C=NC=N2)C(C)(C)C#N. Synergy scores: CSS=11.0, Synergy_ZIP=-0.656, Synergy_Bliss=1.74, Synergy_Loewe=-5.61, Synergy_HSA=0.823. Drug 1: CCC1=C2CN3C(=CC4=C(C3=O)COC(=O)C4(CC)O)C2=NC5=C1C=C(C=C5)O. Cell line: 786-0. (2) Drug 1: CC1C(C(CC(O1)OC2CC(CC3=C2C(=C4C(=C3O)C(=O)C5=C(C4=O)C(=CC=C5)OC)O)(C(=O)CO)O)N)O.Cl. Drug 2: C1=NC2=C(N1)C(=S)N=CN2. Cell line: RXF 393. Synergy scores: CSS=27.2, Synergy_ZIP=-2.32, Synergy_Bliss=0.338, Synergy_Loewe=-2.98, Synergy_HSA=2.02. (3) Drug 1: CC1=CC2C(CCC3(C2CCC3(C(=O)C)OC(=O)C)C)C4(C1=CC(=O)CC4)C. Drug 2: CCN(CC)CCCC(C)NC1=C2C=C(C=CC2=NC3=C1C=CC(=C3)Cl)OC. Cell line: UO-31. Synergy scores: CSS=8.46, Synergy_ZIP=0.612, Synergy_Bliss=7.12, Synergy_Loewe=7.05, Synergy_HSA=7.05. (4) Synergy scores: CSS=59.6, Synergy_ZIP=-4.63, Synergy_Bliss=-4.06, Synergy_Loewe=-17.9, Synergy_HSA=-4.53. Drug 2: CC1C(C(CC(O1)OC2CC(CC3=C2C(=C4C(=C3O)C(=O)C5=C(C4=O)C(=CC=C5)OC)O)(C(=O)CO)O)N)O.Cl. Drug 1: C1=CC(=CC=C1CC(C(=O)O)N)N(CCCl)CCCl.Cl. Cell line: COLO 205. (5) Drug 1: CC1=C(C=C(C=C1)NC2=NC=CC(=N2)N(C)C3=CC4=NN(C(=C4C=C3)C)C)S(=O)(=O)N.Cl. Drug 2: CC(CN1CC(=O)NC(=O)C1)N2CC(=O)NC(=O)C2. Cell line: OVCAR-8. Synergy scores: CSS=27.7, Synergy_ZIP=-0.401, Synergy_Bliss=5.73, Synergy_Loewe=5.66, Synergy_HSA=6.28. (6) Drug 1: CCCCCOC(=O)NC1=NC(=O)N(C=C1F)C2C(C(C(O2)C)O)O. Drug 2: CC1C(C(CC(O1)OC2CC(CC3=C2C(=C4C(=C3O)C(=O)C5=C(C4=O)C(=CC=C5)OC)O)(C(=O)CO)O)N)O.Cl. Cell line: A549. Synergy scores: CSS=19.9, Synergy_ZIP=-1.31, Synergy_Bliss=-2.69, Synergy_Loewe=-32.9, Synergy_HSA=-3.05. (7) Drug 1: CC1CCCC2(C(O2)CC(NC(=O)CC(C(C(=O)C(C1O)C)(C)C)O)C(=CC3=CSC(=N3)C)C)C. Drug 2: CC1C(C(CC(O1)OC2CC(CC3=C2C(=C4C(=C3O)C(=O)C5=CC=CC=C5C4=O)O)(C(=O)C)O)N)O. Cell line: OVCAR-5. Synergy scores: CSS=33.6, Synergy_ZIP=-3.64, Synergy_Bliss=-4.47, Synergy_Loewe=-1.01, Synergy_HSA=-0.849.